From a dataset of Full USPTO retrosynthesis dataset with 1.9M reactions from patents (1976-2016). Predict the reactants needed to synthesize the given product. (1) Given the product [NH2:1][C:2]1[C:11]2[CH:10]=[CH:9][CH:8]=[C:7]([C:23]3[CH:24]=[CH:25][CH:26]=[C:27]([O:28][CH3:29])[C:22]=3[F:21])[C:6]=2[N:5]=[C:4]2[CH2:13][N:14]([CH:17]3[CH2:20][CH2:19][CH2:18]3)[C:15](=[O:16])[C:3]=12, predict the reactants needed to synthesize it. The reactants are: [NH2:1][C:2]1[C:11]2[CH:10]=[CH:9][CH:8]=[C:7](Br)[C:6]=2[N:5]=[C:4]2[CH2:13][N:14]([CH:17]3[CH2:20][CH2:19][CH2:18]3)[C:15](=[O:16])[C:3]=12.[F:21][C:22]1[C:27]([O:28][CH3:29])=[CH:26][CH:25]=[CH:24][C:23]=1B(O)O. (2) Given the product [Cl:17][C:18]1[CH:19]=[C:20]([CH:24]=[CH:25][C:26]=1[N:27]1[CH2:32][CH2:31][O:30][CH2:29][CH2:28]1)[C:21]([NH:1][C:2]1[CH:16]=[CH:15][C:5]([C:6](=[O:7])[C:8]2[CH:13]=[CH:12][C:11]([NH2:14])=[CH:10][CH:9]=2)=[CH:4][CH:3]=1)=[O:22], predict the reactants needed to synthesize it. The reactants are: [NH2:1][C:2]1[CH:16]=[CH:15][C:5]([C:6]([C:8]2[CH:13]=[CH:12][C:11]([NH2:14])=[CH:10][CH:9]=2)=[O:7])=[CH:4][CH:3]=1.[Cl:17][C:18]1[CH:19]=[C:20]([CH:24]=[CH:25][C:26]=1[N:27]1[CH2:32][CH2:31][O:30][CH2:29][CH2:28]1)[C:21]([O-])=[O:22]. (3) Given the product [C:13]([O:12][C:10](=[O:11])[NH:9][CH2:8][C:5]1[CH:4]=[CH:3][C:2]([Br:1])=[CH:7][N:6]=1)([CH3:16])([CH3:15])[CH3:14], predict the reactants needed to synthesize it. The reactants are: [Br:1][C:2]1[CH:3]=[CH:4][C:5]([C:8]#[N:9])=[N:6][CH:7]=1.[C:10](O[C:10]([O:12][C:13]([CH3:16])([CH3:15])[CH3:14])=[O:11])([O:12][C:13]([CH3:16])([CH3:15])[CH3:14])=[O:11].[BH4-].[Na+]. (4) The reactants are: C(O[C:4](=[O:24])/[C:5](/[C:22]#[N:23])=[CH:6]/[NH:7][C:8]1[CH:13]=[CH:12][C:11]([C:14]2[CH:19]=[CH:18][C:17]([Cl:20])=[CH:16][CH:15]=2)=[C:10]([Cl:21])[CH:9]=1)C. Given the product [Cl:21][C:10]1[CH:9]=[C:8]2[C:13]([C:4]([OH:24])=[C:5]([C:22]#[N:23])[CH:6]=[N:7]2)=[CH:12][C:11]=1[C:14]1[CH:15]=[CH:16][C:17]([Cl:20])=[CH:18][CH:19]=1, predict the reactants needed to synthesize it. (5) Given the product [OH:1][C:2]([CH3:36])([CH3:35])[CH2:3][C@@:4]1([C:29]2[CH:30]=[CH:31][CH:32]=[CH:33][CH:34]=2)[O:9][C:8](=[O:10])[N:7]([C@H:11]([C:13]2[CH:14]=[CH:15][C:16]([C:19]3[CH:28]=[CH:27][C:22]([C:23]([NH:37][CH3:38])=[O:24])=[CH:21][N:20]=3)=[CH:17][CH:18]=2)[CH3:12])[CH2:6][CH2:5]1, predict the reactants needed to synthesize it. The reactants are: [OH:1][C:2]([CH3:36])([CH3:35])[CH2:3][C@@:4]1([C:29]2[CH:34]=[CH:33][CH:32]=[CH:31][CH:30]=2)[O:9][C:8](=[O:10])[N:7]([C@H:11]([C:13]2[CH:18]=[CH:17][C:16]([C:19]3[CH:28]=[CH:27][C:22]([C:23](OC)=[O:24])=[CH:21][N:20]=3)=[CH:15][CH:14]=2)[CH3:12])[CH2:6][CH2:5]1.[NH2:37][CH3:38].CO. (6) Given the product [ClH:37].[C:33]([N:2]1[CH2:5][CH:4]([NH:6][C:7]2[C:12](=[O:13])[NH:11][CH:10]=[C:9]([C:14]3[CH:19]=[CH:18][N:17]=[C:16]([C:20]([NH:22][C:23]4[CH:28]=[CH:27][C:26]([CH:29]([CH3:30])[CH3:31])=[C:25]([CH3:32])[CH:24]=4)=[O:21])[CH:15]=3)[CH:8]=2)[CH2:3]1)(=[O:36])[CH:34]=[CH2:35], predict the reactants needed to synthesize it. The reactants are: Cl.[NH:2]1[CH2:5][CH:4]([NH:6][C:7]2[C:12](=[O:13])[NH:11][CH:10]=[C:9]([C:14]3[CH:19]=[CH:18][N:17]=[C:16]([C:20]([NH:22][C:23]4[CH:28]=[CH:27][C:26]([CH:29]([CH3:31])[CH3:30])=[C:25]([CH3:32])[CH:24]=4)=[O:21])[CH:15]=3)[CH:8]=2)[CH2:3]1.[C:33]([Cl:37])(=[O:36])[CH:34]=[CH2:35]. (7) Given the product [Cl:1][C:2]1[CH:3]=[C:4]([C:14]([OH:16])=[O:15])[C:5]2[O:10][CH2:9][CH2:8][O:7][C:6]=2[C:11]=1[O:12][CH3:13], predict the reactants needed to synthesize it. The reactants are: [Cl:1][C:2]1[CH:3]=[C:4]([C:14]([O:16]C)=[O:15])[C:5]2[O:10][CH2:9][CH2:8][O:7][C:6]=2[C:11]=1[O:12][CH3:13]. (8) Given the product [C:1]([C:3]1[CH:4]=[CH:5][C:6]([N:9]2[C:13]([C:14]([OH:16])=[O:15])=[CH:12][C:11]([CH3:19])=[N:10]2)=[CH:7][CH:8]=1)#[N:2], predict the reactants needed to synthesize it. The reactants are: [C:1]([C:3]1[CH:8]=[CH:7][C:6]([N:9]2[C:13]([C:14]([O:16]CC)=[O:15])=[CH:12][C:11]([CH3:19])=[N:10]2)=[CH:5][CH:4]=1)#[N:2].[OH-].[Li+].